This data is from Catalyst prediction with 721,799 reactions and 888 catalyst types from USPTO. The task is: Predict which catalyst facilitates the given reaction. (1) Reactant: [S:1]1[C:5]2C=CC=C[C:4]=2[N:3]=[C:2]1[NH2:10].[C:11](OCC)(=[O:16])[CH2:12][C:13]([CH3:15])=O. Product: [CH3:15][C:13]1[N:10]=[C:2]2[S:1][CH:5]=[CH:4][N:3]2[C:11](=[O:16])[CH:12]=1. The catalyst class is: 15. (2) Reactant: C(NC(C)C)(C)C.[Cl:8][C:9]1[CH:10]=[N:11][CH:12]=[C:13]([Cl:16])[C:14]=1[CH3:15].[CH3:17][O:18][C:19]1[N:24]2[N:25]=[C:26]([C:28]([F:31])([F:30])[F:29])[CH:27]=[C:23]2[C:22]([CH:32]=[O:33])=[CH:21][CH:20]=1.[Cl-].[NH4+]. Product: [Cl:8][C:9]1[CH:10]=[N:11][CH:12]=[C:13]([Cl:16])[C:14]=1[CH2:15][CH:32]([C:22]1[C:23]2[N:24]([N:25]=[C:26]([C:28]([F:31])([F:30])[F:29])[CH:27]=2)[C:19]([O:18][CH3:17])=[CH:20][CH:21]=1)[OH:33]. The catalyst class is: 7. (3) Reactant: C([N:8]1[CH2:12][CH:11]([CH:13]([O:15][C:16]2[CH:21]=[CH:20][C:19]([C:22]([F:25])([F:24])[F:23])=[CH:18][CH:17]=2)[CH3:14])[CH:10]([C:26]2[CH:31]=[CH:30][C:29]([Cl:32])=[C:28]([Cl:33])[CH:27]=2)[CH2:9]1)C1C=CC=CC=1.ClC(OCC(Cl)(Cl)Cl)=O. Product: [Cl:33][C:28]1[CH:27]=[C:26]([CH:10]2[CH:11]([CH:13]([O:15][C:16]3[CH:17]=[CH:18][C:19]([C:22]([F:24])([F:25])[F:23])=[CH:20][CH:21]=3)[CH3:14])[CH2:12][NH:8][CH2:9]2)[CH:31]=[CH:30][C:29]=1[Cl:32]. The catalyst class is: 23. (4) Reactant: F[C:2]1[CH:7]=[CH:6][C:5]([N+:8]([O-:10])=[O:9])=[CH:4][CH:3]=1.Cl.Cl.[CH3:13][N:14]1[CH2:19][CH2:18][NH:17][CH2:16][C@H:15]1[CH2:20][OH:21].C(=O)([O-])[O-].[K+].[K+].CS(C)=O. Product: [CH3:13][N:14]1[CH2:19][CH2:18][N:17]([C:2]2[CH:7]=[CH:6][C:5]([N+:8]([O-:10])=[O:9])=[CH:4][CH:3]=2)[CH2:16][C@H:15]1[CH2:20][OH:21]. The catalyst class is: 84. (5) Reactant: [CH:1]1([N:4]([CH:12]2[CH2:17][CH2:16][NH:15][CH2:14][CH2:13]2)[CH2:5][C:6]2[CH:11]=[CH:10][N:9]=[CH:8][CH:7]=2)[CH2:3][CH2:2]1.Cl[C:19]([O:21][C:22]1[CH:27]=[CH:26][C:25]([O:28][C:29]2[CH:34]=[CH:33][C:32]([C:35]([F:38])([F:37])[F:36])=[CH:31][N:30]=2)=[CH:24][CH:23]=1)=[O:20].C(NC(C)C)(C)C. Product: [F:37][C:35]([F:36])([F:38])[C:32]1[CH:33]=[CH:34][C:29]([O:28][C:25]2[CH:26]=[CH:27][C:22]([O:21][C:19]([N:15]3[CH2:16][CH2:17][CH:12]([N:4]([CH:1]4[CH2:2][CH2:3]4)[CH2:5][C:6]4[CH:7]=[CH:8][N:9]=[CH:10][CH:11]=4)[CH2:13][CH2:14]3)=[O:20])=[CH:23][CH:24]=2)=[N:30][CH:31]=1. The catalyst class is: 9. (6) Product: [C:23]1([C@H:21]([NH:20][C@H:17]2[CH2:18][CH2:19][C@@H:15]([C:12]3[CH:11]=[CH:10][C:9]([OH:8])=[CH:14][CH:13]=3)[CH2:16]2)[CH3:22])[C:32]2[C:27](=[CH:28][CH:29]=[CH:30][CH:31]=2)[CH:26]=[CH:25][CH:24]=1. Reactant: C([O:8][C:9]1[CH:14]=[CH:13][C:12]([C@@H:15]2[CH2:19][CH2:18][C@H:17]([NH:20][C@@H:21]([C:23]3[C:32]4[C:27](=[CH:28][CH:29]=[CH:30][CH:31]=4)[CH:26]=[CH:25][CH:24]=3)[CH3:22])[CH2:16]2)=[CH:11][CH:10]=1)C1C=CC=CC=1.[H][H]. The catalyst class is: 19.